Dataset: Blood-brain barrier permeability classification from the B3DB database. Task: Regression/Classification. Given a drug SMILES string, predict its absorption, distribution, metabolism, or excretion properties. Task type varies by dataset: regression for continuous measurements (e.g., permeability, clearance, half-life) or binary classification for categorical outcomes (e.g., BBB penetration, CYP inhibition). Dataset: b3db_classification. (1) The molecule is CC(SC(=O)c1cccs1)C(=O)NCC(=O)O. The result is 0 (does not penetrate BBB). (2) The molecule is CCS(=O)(=O)[C@H]1[C@@H](C(N)=S)[C@@H]1c1ccc(OC)cc1. The result is 1 (penetrates BBB). (3) The drug is CC(=O)N1CCN(C(=O)Cc2cccc([N+](=O)[O-])c2)C(CN2CCC(O)C2)C1. The result is 0 (does not penetrate BBB). (4) The compound is CC(C)(C)NC[C@H](O)COc1ccccc1C#N. The result is 1 (penetrates BBB). (5) The molecule is C=CCC1([C@@H](C)CCC)C(=O)NC(=O)NC1=O. The result is 1 (penetrates BBB). (6) The compound is Fc1ccc(-c2ccc(CN3CCN(c4cccc5ccoc45)CC3)[nH]2)cc1. The result is 1 (penetrates BBB). (7) The molecule is CC(=C1CCOC(=O)S1)N(C=O)Cc1cnc(C)nc1N. The result is 1 (penetrates BBB). (8) The drug is CC(CN(C)C)CN1c2ccccc2Sc2ccc(C#N)cc21. The result is 1 (penetrates BBB).